Dataset: Peptide-MHC class I binding affinity with 185,985 pairs from IEDB/IMGT. Task: Regression. Given a peptide amino acid sequence and an MHC pseudo amino acid sequence, predict their binding affinity value. This is MHC class I binding data. (1) The MHC is Mamu-B17 with pseudo-sequence Mamu-B17. The peptide sequence is IRFPKTFGW. The binding affinity (normalized) is 0.748. (2) The peptide sequence is VTFINDYANL. The MHC is HLA-A02:03 with pseudo-sequence HLA-A02:03. The binding affinity (normalized) is 0.491. (3) The peptide sequence is STLLMWHMH. The MHC is HLA-A03:01 with pseudo-sequence HLA-A03:01. The binding affinity (normalized) is 0.180. (4) The peptide sequence is FINFFNLLAK. The binding affinity (normalized) is 0.306. The MHC is HLA-A31:01 with pseudo-sequence HLA-A31:01. (5) The peptide sequence is ASPVAQSYL. The MHC is HLA-A23:01 with pseudo-sequence HLA-A23:01. The binding affinity (normalized) is 0. (6) The peptide sequence is ELTTVFIKYV. The MHC is HLA-A02:02 with pseudo-sequence HLA-A02:02. The binding affinity (normalized) is 0.267.